From a dataset of Peptide-MHC class II binding affinity with 134,281 pairs from IEDB. Regression. Given a peptide amino acid sequence and an MHC pseudo amino acid sequence, predict their binding affinity value. This is MHC class II binding data. (1) The peptide sequence is DEFFECFKYLLIQGH. The MHC is H-2-IAb with pseudo-sequence H-2-IAb. The binding affinity (normalized) is 0.259. (2) The peptide sequence is YSDRGWGNGCGLFGK. The MHC is DRB4_0103 with pseudo-sequence DRB4_0103. The binding affinity (normalized) is 0.313. (3) The binding affinity (normalized) is 0.511. The MHC is DRB1_1501 with pseudo-sequence DRB1_1501. The peptide sequence is GSQLIWDRALGLPLE. (4) The MHC is DRB3_0101 with pseudo-sequence DRB3_0101. The binding affinity (normalized) is 0.192. The peptide sequence is TSLYVRASGRVTVST. (5) The peptide sequence is YDKFLANVSEVLTGK. The MHC is DRB1_1001 with pseudo-sequence DRB1_1001. The binding affinity (normalized) is 0.637. (6) The peptide sequence is IFKISKTVSEGAVDI. The MHC is DRB1_0701 with pseudo-sequence DRB1_0701. The binding affinity (normalized) is 0.384. (7) The peptide sequence is QPGVDIIEGPVKNVA. The MHC is HLA-DPA10201-DPB10101 with pseudo-sequence HLA-DPA10201-DPB10101. The binding affinity (normalized) is 0.121. (8) The peptide sequence is KTFEREYPTIKQKKPHHHHHH. The MHC is DRB3_0101 with pseudo-sequence DRB3_0101. The binding affinity (normalized) is 0.322. (9) The peptide sequence is GELQIVDKIDAAVKI. The MHC is DRB1_0701 with pseudo-sequence DRB1_0701. The binding affinity (normalized) is 0.636. (10) The peptide sequence is YDKFLANVSTVLNGK. The MHC is DRB3_0202 with pseudo-sequence DRB3_0202. The binding affinity (normalized) is 0.941.